This data is from Forward reaction prediction with 1.9M reactions from USPTO patents (1976-2016). The task is: Predict the product of the given reaction. (1) Given the reactants [F:1][CH2:2][CH:3]([O:6][C:7]1[CH:8]=[C:9]([CH:19]=[C:20]([OH:22])[CH:21]=1)[C:10]([NH:12][C:13]1[CH:17]=[CH:16][N:15]([CH3:18])[N:14]=1)=[O:11])[CH2:4][F:5].CC([Si](C)(C)[O:28][CH2:29][CH2:30][N:31]([CH3:43])[C:32](=[O:42])[C:33]1[CH:38]=[CH:37][C:36](F)=[C:35]([F:40])[C:34]=1F)(C)C.C(=O)([O-])[O-].[K+].[K+].O, predict the reaction product. The product is: [F:5][CH2:4][CH:3]([O:6][C:7]1[CH:8]=[C:9]([CH:19]=[C:20]([O:22][C:36]2[CH:37]=[CH:38][C:33]3[C:32](=[O:42])[N:31]([CH3:43])[CH2:30][CH2:29][O:28][C:34]=3[C:35]=2[F:40])[CH:21]=1)[C:10]([NH:12][C:13]1[CH:17]=[CH:16][N:15]([CH3:18])[N:14]=1)=[O:11])[CH2:2][F:1]. (2) Given the reactants [CH2:1]([CH:4]1[CH2:8][N:7]([CH2:9][C:10]2[C:18]3[C:13](=[N:14][CH:15]=[CH:16][CH:17]=3)[NH:12][CH:11]=2)[C:6](=[O:19])[CH2:5]1)[CH2:2][CH3:3].ClC1C=C(C=CC=1)C(OO)=[O:25].CCCCCC, predict the reaction product. The product is: [O-:25][N+:14]1[CH:15]=[CH:16][CH:17]=[C:18]2[C:10]([CH2:9][N:7]3[CH2:8][CH:4]([CH2:1][CH2:2][CH3:3])[CH2:5][C:6]3=[O:19])=[CH:11][NH:12][C:13]=12. (3) Given the reactants [CH3:1][O:2][CH2:3][O:4][C@H:5]1[CH2:9][CH2:8][N:7]([CH2:10][C@H:11]([C:13]2[CH:18]=[CH:17][CH:16]=[CH:15][CH:14]=2)O)[CH2:6]1.COCO[C@H]1CCN([C@H](C2C=CC=CC=2)CO)C1.[CH3:37][O:38][C:39]1[CH:40]=[C:41]([CH:46]=[CH:47][C:48]=1[NH:49][CH3:50])[C:42]([O:44][CH3:45])=[O:43], predict the reaction product. The product is: [CH3:37][O:38][C:39]1[CH:40]=[C:41]([CH:46]=[CH:47][C:48]=1[N:49]([C@@H:11]([C:13]1[CH:18]=[CH:17][CH:16]=[CH:15][CH:14]=1)[CH2:10][N:7]1[CH2:8][CH2:9][C@H:5]([O:4][CH2:3][O:2][CH3:1])[CH2:6]1)[CH3:50])[C:42]([O:44][CH3:45])=[O:43]. (4) Given the reactants [CH2:1]([N:4]([CH2:16][C:17]([O:19]CC)=[O:18])[NH:5][C:6](=[O:15])[NH:7][CH2:8][C:9]1[CH:14]=[CH:13][CH:12]=[CH:11][CH:10]=1)C=C.O.[OH-].[Li+], predict the reaction product. The product is: [CH2:8]([NH:7][C:6]([NH:5][N:4]([CH2:16][C:17]([OH:19])=[O:18])[CH3:1])=[O:15])[C:9]1[CH:10]=[CH:11][CH:12]=[CH:13][CH:14]=1. (5) Given the reactants [CH3:1][C:2]1([CH3:27])[CH:10]=[C:9]2[C:4]([CH:5]=[CH:6][C:7]([N:11]([C:20]([O:22][C:23]([CH3:26])([CH3:25])[CH3:24])=[O:21])[NH:12][C:13]([O:15][C:16]([CH3:19])([CH3:18])[CH3:17])=[O:14])=[CH:8]2)=[CH:3]1.FC(F)(F)C(O)=O.C[O:36][C:37](=O)[CH2:38][C:39](=O)[CH3:40], predict the reaction product. The product is: [CH3:1][C:2]1([CH3:27])[CH2:10][C:9]2[C:4](=[CH:5][CH:6]=[C:7]([N:11]([C:20]([O:22][C:23]([CH3:26])([CH3:25])[CH3:24])=[O:21])[NH:12][C:13]([O:15][C:16]([CH3:17])([CH3:18])[CH3:19])=[O:14])[CH:8]=2)[CH2:3]1.[CH3:1][C:2]1([CH3:27])[CH2:10][C:9]2[C:4](=[CH:5][CH:6]=[C:7]([N:11]3[C:37](=[O:36])[CH2:38][C:39]([CH3:40])=[N:12]3)[CH:8]=2)[CH2:3]1. (6) The product is: [CH2:11]([S:8]([C:5]1[CH:6]=[CH:7][C:2]([C:23]2[CH:24]=[C:25]([C:28]([F:31])([F:30])[F:29])[CH:26]=[CH:27][C:22]=2[O:21][CH2:20][C:14]2[CH:15]=[CH:16][CH:17]=[CH:18][CH:19]=2)=[C:3]([CH3:13])[CH:4]=1)(=[O:10])=[O:9])[CH3:12]. Given the reactants Br[C:2]1[CH:7]=[CH:6][C:5]([S:8]([CH2:11][CH3:12])(=[O:10])=[O:9])=[CH:4][C:3]=1[CH3:13].[C:14]1([CH2:20][O:21][C:22]2[CH:27]=[CH:26][C:25]([C:28]([F:31])([F:30])[F:29])=[CH:24][C:23]=2B(O)O)[CH:19]=[CH:18][CH:17]=[CH:16][CH:15]=1, predict the reaction product.